Dataset: Forward reaction prediction with 1.9M reactions from USPTO patents (1976-2016). Task: Predict the product of the given reaction. (1) Given the reactants [CH:1]([C:4]1[CH:9]=[CH:8][C:7]([C:10]([C:12]2[CH:17]=[C:16]([O:18][CH2:19][C:20]#[CH:21])[CH:15]=[CH:14][C:13]=2[NH:22][CH2:23][C:24]2[CH:29]=[CH:28][CH:27]=[C:26]([O:30][CH2:31][CH2:32][S:33]([CH3:35])=[O:34])[CH:25]=2)=O)=[CH:6][CH:5]=1)([CH3:3])[CH3:2].[O-:36][C:37]#[N:38].[Na+], predict the reaction product. The product is: [CH:1]([C:4]1[CH:9]=[CH:8][C:7]([C:10]2[C:12]3[C:13](=[CH:14][CH:15]=[C:16]([O:18][CH2:19][C:20]#[CH:21])[CH:17]=3)[N:22]([CH2:23][C:24]3[CH:29]=[CH:28][CH:27]=[C:26]([O:30][CH2:31][CH2:32][S:33]([CH3:35])=[O:34])[CH:25]=3)[C:37](=[O:36])[N:38]=2)=[CH:6][CH:5]=1)([CH3:3])[CH3:2]. (2) The product is: [CH:40]1([C:2]2[CH:23]=[CH:22][C:5]3[N:6]([CH2:19][O:20][CH3:21])[C:7]([CH2:9][N:10]([CH3:18])[C:11](=[O:17])[O:12][C:13]([CH3:16])([CH3:15])[CH3:14])=[N:8][C:4]=3[CH:3]=2)[CH2:37][CH2:38]1. Given the reactants Br[C:2]1[CH:23]=[CH:22][C:5]2[N:6]([CH2:19][O:20][CH3:21])[C:7]([CH2:9][N:10]([CH3:18])[C:11](=[O:17])[O:12][C:13]([CH3:16])([CH3:15])[CH3:14])=[N:8][C:4]=2[CH:3]=1.BrC1C=CC2N=C(CN(C)C(=O)O[C:37]([CH3:40])(C)[CH3:38])N(COC)C=2C=1.C1(B(O)O)CC1.C1(P(C2CCCCC2)C2CCCCC2)CCCCC1.P([O-])([O-])([O-])=O.[K+].[K+].[K+], predict the reaction product. (3) Given the reactants [Cl:1][C:2]1[N:7]=[C:6]([NH:8][C:9]2[CH:10]=[C:11]([CH:26]=[CH:27][CH:28]=2)[CH2:12][NH:13][S:14]([C:17]2[CH:22]=[CH:21][CH:20]=[C:19]([N+:23]([O-])=O)[CH:18]=2)(=[O:16])=[O:15])[C:5]([Cl:29])=[CH:4][N:3]=1, predict the reaction product. The product is: [NH2:23][C:19]1[CH:18]=[C:17]([S:14]([NH:13][CH2:12][C:11]2[CH:26]=[CH:27][CH:28]=[C:9]([NH:8][C:6]3[C:5]([Cl:29])=[CH:4][N:3]=[C:2]([Cl:1])[N:7]=3)[CH:10]=2)(=[O:15])=[O:16])[CH:22]=[CH:21][CH:20]=1.